Predict the product of the given reaction. From a dataset of Forward reaction prediction with 1.9M reactions from USPTO patents (1976-2016). Given the reactants [CH2:1]([C:4]1[C:8]([CH2:9][CH2:10][CH2:11][CH2:12][OH:13])=[CH:7][N:6]([C:14]2[CH:19]=[CH:18][C:17]([C:20]([F:23])([F:22])[F:21])=[CH:16][N:15]=2)[N:5]=1)[CH2:2][CH3:3].O[C:25]1[CH:26]=[C:27]([CH2:33][C:34]([O:36]C)=[O:35])[CH:28]=[CH:29][C:30]=1[O:31][CH3:32].C(P(CCCC)CCCC)CCC.N(C(N1CCCCC1)=O)=NC(N1CCCCC1)=O, predict the reaction product. The product is: [CH3:32][O:31][C:30]1[CH:25]=[CH:26][C:27]([CH2:33][C:34]([OH:36])=[O:35])=[CH:28][C:29]=1[O:13][CH2:12][CH2:11][CH2:10][CH2:9][C:8]1[C:4]([CH2:1][CH2:2][CH3:3])=[N:5][N:6]([C:14]2[CH:19]=[CH:18][C:17]([C:20]([F:22])([F:21])[F:23])=[CH:16][N:15]=2)[CH:7]=1.